Task: Regression. Given two drug SMILES strings and cell line genomic features, predict the synergy score measuring deviation from expected non-interaction effect.. Dataset: NCI-60 drug combinations with 297,098 pairs across 59 cell lines Drug 1: C1=CC(=CC=C1C#N)C(C2=CC=C(C=C2)C#N)N3C=NC=N3. Drug 2: CC1=C(C=C(C=C1)C(=O)NC2=CC(=CC(=C2)C(F)(F)F)N3C=C(N=C3)C)NC4=NC=CC(=N4)C5=CN=CC=C5. Cell line: UO-31. Synergy scores: CSS=-6.30, Synergy_ZIP=2.51, Synergy_Bliss=0.616, Synergy_Loewe=-4.83, Synergy_HSA=-5.13.